Dataset: Reaction yield outcomes from USPTO patents with 853,638 reactions. Task: Predict the reaction yield, written as a fraction of the theoretical maximum amount of product (1.0 means a 100% yield; for example, 0.34 means a 34% yield). The reactants are [Cl:1][C:2]1[CH:7]=[CH:6][N:5]=[C:4]([NH:8][C:9](=[O:15])[O:10][C:11]([CH3:14])([CH3:13])[CH3:12])[CH:3]=1.CN(CCN(C)C)C.[Li]CCCC.[I:29]I.S([O-])(O)=O.[Na+]. The catalyst is C1COCC1.O. The product is [Cl:1][C:2]1[CH:7]=[CH:6][N:5]=[C:4]([NH:8][C:9](=[O:15])[O:10][C:11]([CH3:12])([CH3:14])[CH3:13])[C:3]=1[I:29]. The yield is 0.850.